This data is from Full USPTO retrosynthesis dataset with 1.9M reactions from patents (1976-2016). The task is: Predict the reactants needed to synthesize the given product. (1) Given the product [CH2:27]([O:34][C:35](=[O:41])[NH:36][C@H:37]([CH3:40])[CH2:38][I:25])[C:28]1[CH:33]=[CH:32][CH:31]=[CH:30][CH:29]=1, predict the reactants needed to synthesize it. The reactants are: C1(P(C2C=CC=CC=2)C2C=CC=CC=2)C=CC=CC=1.N1C=CN=C1.[I:25]I.[CH2:27]([O:34][C:35](=[O:41])[NH:36][C@H:37]([CH3:40])[CH2:38]O)[C:28]1[CH:33]=[CH:32][CH:31]=[CH:30][CH:29]=1. (2) Given the product [CH2:1]([N:8]([CH2:9][CH2:10][C:11]1[C:12]([Cl:17])=[N:13][CH:14]=[CH:15][CH:16]=1)[CH2:19][CH2:20][OH:21])[C:2]1[CH:3]=[CH:4][CH:5]=[CH:6][CH:7]=1, predict the reactants needed to synthesize it. The reactants are: [CH2:1]([N:8]([CH2:19][CH2:20][OH:21])[C:9](=O)[CH2:10][C:11]1[C:12]([Cl:17])=[N:13][CH:14]=[CH:15][CH:16]=1)[C:2]1[CH:7]=[CH:6][CH:5]=[CH:4][CH:3]=1.CO. (3) Given the product [CH3:30][O:31][C:32](=[O:40])[C:33]1[CH:38]=[CH:37][CH:36]=[CH:35][C:34]=1[NH:7][C:5]1[N:4]([C:8]2[CH:13]=[CH:12][CH:11]=[CH:10][C:9]=2[C:14]([F:15])([F:17])[F:16])[N:3]=[C:2]([CH3:1])[CH:6]=1, predict the reactants needed to synthesize it. The reactants are: [CH3:1][C:2]1[CH:6]=[C:5]([NH2:7])[N:4]([C:8]2[CH:13]=[CH:12][CH:11]=[CH:10][C:9]=2[C:14]([F:17])([F:16])[F:15])[N:3]=1.FC(F)(F)C1C=CC=CC=1NN.[CH3:30][O:31][C:32](=[O:40])[C:33]1[CH:38]=[CH:37][CH:36]=[CH:35][C:34]=1Br.C(=O)([O-])[O-].[Cs+].[Cs+]. (4) The reactants are: [C:1](OC(=O)C)(=[O:3])[CH3:2].[ClH:8].[CH3:9][O:10][C:11]1[CH:33]=[CH:32][C:14]2[N:15]=[C:16]([N:18]3[CH2:23][CH2:22][NH:21][CH2:20][CH:19]3[CH2:24][O:25][C:26]3[CH:27]=[N:28][CH:29]=[CH:30][CH:31]=3)[S:17][C:13]=2[CH:12]=1. Given the product [ClH:8].[ClH:8].[CH3:9][O:10][C:11]1[CH:33]=[CH:32][C:14]2[N:15]=[C:16]([N:18]3[CH2:23][CH2:22][N:21]([C:1](=[O:3])[CH3:2])[CH2:20][CH:19]3[CH2:24][O:25][C:26]3[CH:27]=[N:28][CH:29]=[CH:30][CH:31]=3)[S:17][C:13]=2[CH:12]=1, predict the reactants needed to synthesize it. (5) Given the product [OH:35][C:22]1[C:21](=[O:36])[N:10]([C:11]2[N:12]=[N:13][C:14]([CH3:17])=[CH:15][CH:16]=2)[CH:6]([C:5]2[CH:8]=[CH:9][C:2]([OH:1])=[CH:3][CH:4]=2)[C:23]=1[C:24](=[O:25])[C:26]1[CH:27]=[CH:28][C:29]([CH:32]([CH3:33])[CH3:34])=[CH:30][CH:31]=1, predict the reactants needed to synthesize it. The reactants are: [OH:1][C:2]1[CH:9]=[CH:8][C:5]([CH:6]=O)=[CH:4][CH:3]=1.[NH2:10][C:11]1[N:12]=[N:13][C:14]([CH3:17])=[CH:15][CH:16]=1.C(O[C:21](=[O:36])[C:22]([OH:35])=[CH:23][C:24]([C:26]1[CH:31]=[CH:30][C:29]([CH:32]([CH3:34])[CH3:33])=[CH:28][CH:27]=1)=[O:25])C. (6) Given the product [C:6]([C:5]1[CH:8]=[CH:9][C:2]2[NH:1][C:25]3[CH:26]([CH2:30][C:31]([O:33][CH2:34][CH3:35])=[O:32])[CH2:27][CH2:28][C:29]=3[C:3]=2[CH:4]=1)#[N:7], predict the reactants needed to synthesize it. The reactants are: [NH2:1][C:2]1[CH:9]=[CH:8][C:5]([C:6]#[N:7])=[CH:4][C:3]=1I.C(O[Si](OCC)(OCC)OCC)C.O=[C:25]1[CH2:29][CH2:28][CH2:27][CH:26]1[CH2:30][C:31]([O:33][CH2:34][CH3:35])=[O:32].C(N(C(C)C)C(C)C)C.Cl.